The task is: Predict the reaction yield, written as a fraction of the theoretical maximum amount of product (1.0 means a 100% yield; for example, 0.34 means a 34% yield).. This data is from Reaction yield outcomes from USPTO patents with 853,638 reactions. (1) The reactants are Br[CH2:2][CH2:3][CH2:4][CH2:5][CH2:6][CH2:7][CH2:8][CH2:9][CH:10]=[CH:11][CH2:12][CH:13]=[CH:14][CH2:15][CH2:16][CH2:17][CH2:18][CH3:19].[C:20]([CH2:22][CH2:23][CH2:24][CH2:25][CH2:26][CH2:27][CH2:28][CH2:29][CH:30]=[CH:31][CH2:32][CH:33]=[CH:34][CH2:35][CH2:36][CH2:37][CH2:38][CH3:39])#N.CC[O:42]CC. The catalyst is II. The product is [CH3:19][CH2:18][CH2:17][CH2:16][CH2:15][CH:14]=[CH:13][CH2:12][CH:11]=[CH:10][CH2:9][CH2:8][CH2:7][CH2:6][CH2:5][CH2:4][CH2:3][CH2:2][C:20](=[O:42])[CH2:22][CH2:23][CH2:24][CH2:25][CH2:26][CH2:27][CH2:28][CH2:29][CH:30]=[CH:31][CH2:32][CH:33]=[CH:34][CH2:35][CH2:36][CH2:37][CH2:38][CH3:39]. The yield is 0.740. (2) The reactants are [Cl:1][C:2]1[C:3]([C:10]([OH:12])=[O:11])=[N:4][C:5]([S:8][CH3:9])=[N:6][CH:7]=1.S(Cl)(Cl)=O.[CH3:17]O. No catalyst specified. The product is [CH3:17][O:11][C:10]([C:3]1[C:2]([Cl:1])=[CH:7][N:6]=[C:5]([S:8][CH3:9])[N:4]=1)=[O:12]. The yield is 0.950. (3) The reactants are [Cl:1][C:2]1[C:3]([O:12][C:13]2[CH:18]=[C:17]([O:19][CH2:20][CH2:21][O:22][CH3:23])[CH:16]=[CH:15][C:14]=2[CH2:24][OH:25])=[N:4][CH:5]=[C:6]([C:8]([F:11])([F:10])[F:9])[CH:7]=1.[CH2:26]([S:31]([NH2:34])(=[O:33])=[O:32])[CH2:27][CH2:28][CH2:29][CH3:30].N12CCCN=C1CCCCC2.Cl.CN(C)[CH:49]=[O:50]. The catalyst is CN(C)C1C=CN=CC=1.C(OCC)(=O)C. The product is [CH2:26]([S:31]([NH:34][C:49](=[O:50])[O:25][CH2:24][C:14]1[CH:15]=[CH:16][C:17]([O:19][CH2:20][CH2:21][O:22][CH3:23])=[CH:18][C:13]=1[O:12][C:3]1[C:2]([Cl:1])=[CH:7][C:6]([C:8]([F:9])([F:11])[F:10])=[CH:5][N:4]=1)(=[O:33])=[O:32])[CH2:27][CH2:28][CH2:29][CH3:30]. The yield is 0.540. (4) The product is [OH:15][C@@H:9]1[CH2:8][N:7]([CH2:6][CH2:5][C@H:4]([N:16]2[C:22](=[O:23])[CH2:21][CH2:20][N:19]([C:24]3[CH:25]=[CH:26][C:27]([O:30][C:31]([F:32])([F:33])[F:34])=[CH:28][CH:29]=3)[CH2:18][CH2:17]2)[CH2:3][OH:2])[CH2:14][CH2:13][C:10]21[CH2:12][CH2:11]2. No catalyst specified. The yield is 0.790. The reactants are C[O:2][C:3](=O)[C@@H:4]([N:16]1[C:22](=[O:23])[CH2:21][CH2:20][N:19]([C:24]2[CH:29]=[CH:28][C:27]([O:30][C:31]([F:34])([F:33])[F:32])=[CH:26][CH:25]=2)[CH2:18][CH2:17]1)[CH2:5][CH2:6][N:7]1[CH2:14][CH2:13][C:10]2([CH2:12][CH2:11]2)[C@H:9]([OH:15])[CH2:8]1.[Li+].[BH4-]. (5) The yield is 0.950. The catalyst is C(Cl)Cl. The product is [N:17]1[CH:22]=[CH:21][N:20]=[CH:19][C:18]=1[C:23]([NH:16][C:8]12[CH2:9][CH:10]3[CH2:11][CH:12]([CH2:13][C:6]([C:4]([OH:3])=[O:5])([CH2:15]3)[CH2:7]1)[CH2:14]2)=[O:24]. The reactants are Cl.C[O:3][C:4]([C:6]12[CH2:15][CH:10]3[CH2:11][CH:12]([CH2:14][C:8]([NH2:16])([CH2:9]3)[CH2:7]1)[CH2:13]2)=[O:5].[N:17]1[CH:22]=[CH:21][N:20]=[CH:19][C:18]=1[C:23](O)=[O:24].C1CN([P+](ON2N=NC3C=CC=CC2=3)(N2CCCC2)N2CCCC2)CC1.F[P-](F)(F)(F)(F)F.C(N(CC)CC)C.C(=O)(O)[O-].[Na+].O.[OH-].[Li+]. (6) The reactants are [CH3:1][O:2][C:3]1[CH:9]=[CH:8][C:7]([N+:10]([O-:12])=[O:11])=[CH:6][C:4]=1[NH2:5].[CH3:13][S:14](Cl)(=[O:16])=[O:15].Cl. The catalyst is N1C=CC=CC=1. The product is [CH3:1][O:2][C:3]1[CH:9]=[CH:8][C:7]([N+:10]([O-:12])=[O:11])=[CH:6][C:4]=1[NH:5][S:14]([CH3:13])(=[O:16])=[O:15]. The yield is 0.710. (7) The reactants are [CH3:1][O:2][C:3]1[CH:36]=[CH:35][C:6]([CH2:7][O:8][C:9]2[C:10]([C:32](O)=[O:33])=[N:11][C:12]([C:25]3[CH:30]=[CH:29][C:28]([CH3:31])=[CH:27][CH:26]=3)=[N:13][C:14]=2[O:15][CH2:16][C:17]2[CH:22]=[CH:21][C:20]([O:23][CH3:24])=[CH:19][CH:18]=2)=[CH:5][CH:4]=1.CN(C(ON1N=NC2C=CC=NC1=2)=[N+](C)C)C.F[P-](F)(F)(F)(F)F.CCN(C(C)C)C(C)C.[C:70]([Si:74]([CH3:88])([CH3:87])[O:75][CH2:76][CH2:77][NH:78][CH2:79][C:80]1[CH:85]=[CH:84][C:83]([F:86])=[CH:82][CH:81]=1)([CH3:73])([CH3:72])[CH3:71]. The catalyst is CN(C=O)C. The product is [C:70]([Si:74]([CH3:88])([CH3:87])[O:75][CH2:76][CH2:77][N:78]([CH2:79][C:80]1[CH:85]=[CH:84][C:83]([F:86])=[CH:82][CH:81]=1)[C:32]([C:10]1[C:9]([O:8][CH2:7][C:6]2[CH:5]=[CH:4][C:3]([O:2][CH3:1])=[CH:36][CH:35]=2)=[C:14]([O:15][CH2:16][C:17]2[CH:22]=[CH:21][C:20]([O:23][CH3:24])=[CH:19][CH:18]=2)[N:13]=[C:12]([C:25]2[CH:30]=[CH:29][C:28]([CH3:31])=[CH:27][CH:26]=2)[N:11]=1)=[O:33])([CH3:73])([CH3:72])[CH3:71]. The yield is 0.540. (8) The reactants are [NH:1]1[CH:5]=[CH:4][N:3]=[CH:2]1.[OH-].[K+].[I-].[K+].Cl[CH2:11][CH:12]([OH:15])[CH2:13][OH:14]. The catalyst is CC#N. The product is [OH:15][CH:12]([CH2:13][OH:14])[CH2:11][N:1]1[CH:5]=[CH:4][N:3]=[CH:2]1. The yield is 0.960.